From a dataset of Full USPTO retrosynthesis dataset with 1.9M reactions from patents (1976-2016). Predict the reactants needed to synthesize the given product. Given the product [C:23]([N:26]1[CH2:31][CH2:30][O:29][CH:28]([C:32]([NH:1][C:2]2[N:7]=[C:6](/[C:8](/[C:9]#[N:10])=[C:11]3\[NH:12][C:13]4[CH:21]=[CH:20][CH:19]=[CH:18][C:14]=4[N:15]\3[CH2:16][CH3:17])[C:5]([CH3:22])=[CH:4][N:3]=2)=[O:33])[CH2:27]1)(=[O:25])[CH3:24], predict the reactants needed to synthesize it. The reactants are: [NH2:1][C:2]1[N:7]=[C:6](/[C:8](=[C:11]2\[NH:12][C:13]3[CH:21]=[CH:20][CH:19]=[CH:18][C:14]=3[N:15]\2[CH2:16][CH3:17])/[C:9]#[N:10])[C:5]([CH3:22])=[CH:4][N:3]=1.[C:23]([N:26]1[CH2:31][CH2:30][O:29][CH:28]([C:32](O)=[O:33])[CH2:27]1)(=[O:25])[CH3:24].